This data is from M1 muscarinic receptor agonist screen with 61,833 compounds. The task is: Binary Classification. Given a drug SMILES string, predict its activity (active/inactive) in a high-throughput screening assay against a specified biological target. The compound is s1c(N(C(=O)c2cccnc2)C)nc(c2ccccc2)c1. The result is 0 (inactive).